Dataset: HIV replication inhibition screening data with 41,000+ compounds from the AIDS Antiviral Screen. Task: Binary Classification. Given a drug SMILES string, predict its activity (active/inactive) in a high-throughput screening assay against a specified biological target. (1) The compound is c1ccc([PH]2(c3ccccc3)CC[SH+][Ni-2]23[SH+]CC[PH]3(c2ccccc2)c2ccccc2)cc1. The result is 0 (inactive). (2) The drug is CCCCCCCCCCCCCCCCCCNc1ccn(C2OC(COP(=O)(O)OCC(COP(=O)(O)OCC3OC(n4cc(C)c(=O)[nH]c4=O)CC3N=[N+]=[N-])OC(=O)CCCCCCCCCCCCCCC)C(O)C2O)c(=O)n1. The result is 1 (active). (3) The compound is CCCCCCCCCCCCCCCCOC(=O)c1cc(OCCOP(=O)(O)O)cc(C(=O)OCCCCCCCCCCCCCCCC)c1. The result is 0 (inactive). (4) The compound is Cc1ccc(S(=O)(=O)c2ccccc2)cc1. The result is 0 (inactive).